From a dataset of HIV replication inhibition screening data with 41,000+ compounds from the AIDS Antiviral Screen. Binary Classification. Given a drug SMILES string, predict its activity (active/inactive) in a high-throughput screening assay against a specified biological target. (1) The molecule is Cc1ccc([N+](=O)[O-])cc1NC(=O)C(=NNC(=S)NN)C1SC(=S)NC1=O. The result is 0 (inactive). (2) The compound is O=C(O)CCSC(=S)NCCNC(=S)SCCC(=O)O. The result is 0 (inactive).